From a dataset of Full USPTO retrosynthesis dataset with 1.9M reactions from patents (1976-2016). Predict the reactants needed to synthesize the given product. (1) Given the product [ClH:1].[NH:20]1[CH:19]=[CH:18][N:14]=[C:5]1[C:6]1[CH:11]=[CH:10][CH:9]=[CH:8][C:7]=1[C:12]#[N:13], predict the reactants needed to synthesize it. The reactants are: [ClH:1].C(O[C:5](=[NH:14])[C:6]1[CH:11]=[CH:10][CH:9]=[CH:8][C:7]=1[C:12]#[N:13])C.C(O[CH:18](OCC)[CH2:19][NH2:20])C. (2) Given the product [CH2:1]([O:8][C:9]([N:11]1[CH2:17][CH2:16][CH2:15][CH:14]([NH:18][C:29](=[O:30])[C@@H:28]([NH:27][C:25]([O:24][C:20]([CH3:22])([CH3:21])[CH3:23])=[O:26])[CH2:32][CH:33]2[CH2:37][CH2:36][CH2:35][CH2:34]2)[CH:13]([OH:19])[CH2:12]1)=[O:10])[C:2]1[CH:3]=[CH:4][CH:5]=[CH:6][CH:7]=1, predict the reactants needed to synthesize it. The reactants are: [CH2:1]([O:8][C:9]([N:11]1[CH2:17][CH2:16][CH2:15][CH:14]([NH2:18])[CH:13]([OH:19])[CH2:12]1)=[O:10])[C:2]1[CH:7]=[CH:6][CH:5]=[CH:4][CH:3]=1.[C:20]([O:24][C:25]([NH:27][C@@H:28]([CH2:32][CH:33]1[CH2:37][CH2:36][CH2:35][CH2:34]1)[C:29](O)=[O:30])=[O:26])([CH3:23])([CH3:22])[CH3:21].CN1CCOCC1.CN(C(ON1N=NC2C=CC=CC1=2)=[N+](C)C)C.F[P-](F)(F)(F)(F)F. (3) The reactants are: [F:1][C:2]1[CH:3]=[C:4]([CH:21]=[CH:22][CH:23]=1)[CH2:5][O:6][C:7]1[CH:12]=[CH:11][C:10]([N:13]2[CH2:17][CH:16]([CH2:18]O)[CH2:15][C:14]2=[O:20])=[CH:9][CH:8]=1.CS(Cl)(=O)=O.[C-:29]#[N:30].[Na+]. Given the product [F:1][C:2]1[CH:3]=[C:4]([CH:21]=[CH:22][CH:23]=1)[CH2:5][O:6][C:7]1[CH:8]=[CH:9][C:10]([N:13]2[C:14](=[O:20])[CH2:15][CH:16]([CH2:18][C:29]#[N:30])[CH2:17]2)=[CH:11][CH:12]=1, predict the reactants needed to synthesize it. (4) Given the product [CH:41]1([CH2:36][NH:37][C:19](=[O:21])[C:18]2[CH:22]=[CH:23][C:15]([O:14][CH2:13][C:3]3[C:4]([C:7]4[CH:8]=[CH:9][N:10]=[CH:11][CH:12]=4)=[N:5][O:6][C:2]=3[CH3:1])=[N:16][CH:17]=2)[CH2:46][CH2:45]1, predict the reactants needed to synthesize it. The reactants are: [CH3:1][C:2]1[O:6][N:5]=[C:4]([C:7]2[CH:12]=[CH:11][N:10]=[CH:9][CH:8]=2)[C:3]=1[CH2:13][O:14][C:15]1[CH:23]=[CH:22][C:18]([C:19]([OH:21])=O)=[CH:17][N:16]=1.COC(=O)C1C=CC(OCC2[C:36]([C:41]3[CH:46]=[CH:45]C=C(F)C=3)=[N:37]OC=2C)=NC=1. (5) Given the product [C:30]([O:29][C:28]([N:27]([CH3:35])[CH2:26][CH2:25][CH2:24][N:23]([CH3:36])[C:21]([C:18]1[CH:19]=[CH:20][C:15]([NH:14][CH2:2][CH2:3][O:4][CH2:5][CH2:6][C:7]([O:9][C:10]([CH3:11])([CH3:12])[CH3:13])=[O:8])=[CH:16][CH:17]=1)=[O:22])=[O:34])([CH3:32])([CH3:31])[CH3:33], predict the reactants needed to synthesize it. The reactants are: O=[CH:2][CH2:3][O:4][CH2:5][CH2:6][C:7]([O:9][C:10]([CH3:13])([CH3:12])[CH3:11])=[O:8].[NH2:14][C:15]1[CH:20]=[CH:19][C:18]([C:21]([N:23]([CH3:36])[CH2:24][CH2:25][CH2:26][N:27]([CH3:35])[C:28](=[O:34])[O:29][C:30]([CH3:33])([CH3:32])[CH3:31])=[O:22])=[CH:17][CH:16]=1. (6) Given the product [CH3:1][O:2][C:3]1[CH2:7][CH:6]([CH2:32][CH2:33][N+:34]([O-:36])=[O:35])[C:5](=[O:8])[C:4]=1[C:9]1[C:14]([CH3:15])=[CH:13][C:12]([CH3:16])=[CH:11][C:10]=1[CH3:17], predict the reactants needed to synthesize it. The reactants are: [CH3:1][O:2][C:3]1[CH2:7][CH2:6][C:5](=[O:8])[C:4]=1[C:9]1[C:14]([CH3:15])=[CH:13][C:12]([CH3:16])=[CH:11][C:10]=1[CH3:17].C([N-]C(C)C)(C)C.[Li+].FC(F)(F)S(O[CH2:32][CH2:33][N+:34]([O-:36])=[O:35])(=O)=O. (7) Given the product [F:48][CH:14]([F:13])[C:15]1[N:16]([C:40]2[CH:41]=[CH:42][C:43]([O:46][CH3:47])=[CH:44][CH:45]=2)[C:17](=[O:39])[C:18]([CH2:24][C:25]2[CH:26]=[CH:27][C:28]([C:31]3[CH:36]=[CH:35][CH:34]=[CH:33][C:32]=3[C:37]3[NH:3][C:4](=[O:7])[O:5][N:38]=3)=[CH:29][CH:30]=2)=[C:19]([CH2:21][CH2:22][CH3:23])[N:20]=1, predict the reactants needed to synthesize it. The reactants are: [Cl-].O[NH3+:3].[C:4](=[O:7])([O-])[OH:5].[Na+].CS(C)=O.[F:13][CH:14]([F:48])[C:15]1[N:16]([C:40]2[CH:45]=[CH:44][C:43]([O:46][CH3:47])=[CH:42][CH:41]=2)[C:17](=[O:39])[C:18]([CH2:24][C:25]2[CH:30]=[CH:29][C:28]([C:31]3[C:32]([C:37]#[N:38])=[CH:33][CH:34]=[CH:35][CH:36]=3)=[CH:27][CH:26]=2)=[C:19]([CH2:21][CH2:22][CH3:23])[N:20]=1. (8) Given the product [CH3:35][O:36][C:37]1[CH:42]=[CH:41][CH:40]=[CH:39][C:38]=1[C:43]([N:45]=[C:46]=[S:47])=[O:44].[Cl:12][C:13]1[CH:14]=[C:15]([NH:16][C:46]([NH:45][C:43](=[O:44])[C:38]2[CH:39]=[CH:40][CH:41]=[CH:42][C:37]=2[O:36][CH3:35])=[S:47])[CH:17]=[CH:18][C:19]=1[O:20][C:21]1[C:30]2[C:25](=[CH:26][C:27]([O:33][CH3:34])=[C:28]([O:31][CH3:32])[CH:29]=2)[N:24]=[CH:23][CH:22]=1, predict the reactants needed to synthesize it. The reactants are: COC1C=CC=CC=1C(Cl)=O.[Cl:12][C:13]1[CH:14]=[C:15]([CH:17]=[CH:18][C:19]=1[O:20][C:21]1[C:30]2[C:25](=[CH:26][C:27]([O:33][CH3:34])=[C:28]([O:31][CH3:32])[CH:29]=2)[N:24]=[CH:23][CH:22]=1)[NH2:16].[CH3:35][O:36][C:37]1[CH:42]=[CH:41][CH:40]=[CH:39][C:38]=1[C:43]([N:45]=[C:46]=[S:47])=[O:44]. (9) Given the product [Cl:23][C:22]1[CH:21]=[CH:20][CH:19]=[C:18]([Cl:24])[C:17]=1[C:12]1[CH:13]=[C:14]([F:16])[CH:15]=[C:9]2[C:10]=1[O:11][C@@H:5]([CH2:4][NH2:1])[CH2:7][CH2:8]2, predict the reactants needed to synthesize it. The reactants are: [N:1]([CH2:4][C@@H:5]1[O:11][C:10]2[C:12]([C:17]3[C:22]([Cl:23])=[CH:21][CH:20]=[CH:19][C:18]=3[Cl:24])=[CH:13][C:14]([F:16])=[CH:15][C:9]=2[CH2:8][CH2:7]C1)=[N+]=[N-].C1(P(C2C=CC=CC=2)C2C=CC=CC=2)C=CC=CC=1. (10) Given the product [CH:10]([NH:1][N:2]1[CH:6]=[CH:5][CH:4]=[C:3]1[C:7]([NH2:9])=[O:8])=[O:12], predict the reactants needed to synthesize it. The reactants are: [NH2:1][N:2]1[CH:6]=[CH:5][CH:4]=[C:3]1[C:7]([NH2:9])=[O:8].[C:10]([O-])(=[O:12])C.[Na+].C(O)=O.